From a dataset of Forward reaction prediction with 1.9M reactions from USPTO patents (1976-2016). Predict the product of the given reaction. (1) Given the reactants [CH2:1]1[C:6]2([CH2:11][CH2:10][CH:9]([C:12]([O:14][CH3:15])=[O:13])[CH2:8][CH2:7]2)[CH2:5][CH2:4][NH:3][CH2:2]1.Br[C:17]1[CH:22]=[CH:21][CH:20]=[CH:19][C:18]=1/[CH:23]=[CH:24]/[C:25]([O:27][C:28]([CH3:31])([CH3:30])[CH3:29])=[O:26].C(Cl)(Cl)Cl.CC1(C)C2C(=C(P(C3C=CC=CC=3)C3C=CC=CC=3)C=CC=2)OC2C(P(C3C=CC=CC=3)C3C=CC=CC=3)=CC=CC1=2.C([O-])([O-])=O.[Cs+].[Cs+], predict the reaction product. The product is: [C:28]([O:27][C:25](=[O:26])/[CH:24]=[CH:23]/[C:18]1[CH:17]=[CH:22][CH:21]=[CH:20][C:19]=1[N:3]1[CH2:2][CH2:1][C:6]2([CH2:11][CH2:10][CH:9]([C:12]([O:14][CH3:15])=[O:13])[CH2:8][CH2:7]2)[CH2:5][CH2:4]1)([CH3:31])([CH3:29])[CH3:30]. (2) Given the reactants [Br:1][C:2]1[CH:12]=[CH:11][C:5]([O:6][CH2:7][C:8]([NH2:10])=[O:9])=[C:4]([C:13]#[N:14])[CH:3]=1.[NH:15]1[CH2:20][CH2:19]C[CH2:17][CH2:16]1.[CH3:21][N:22](C)[CH2:23]CN, predict the reaction product. The product is: [Br:1][C:2]1[CH:12]=[CH:11][C:5]2[O:6][C:7]3[C:8](=[O:9])[NH:10][C:17]([CH2:16][NH:15][CH2:20][CH2:19][N:22]([CH3:23])[CH3:21])=[N:14][C:13]=3[C:4]=2[CH:3]=1. (3) Given the reactants [C:1]([CH:3]1[CH2:8][CH2:7][N:6]([C:9]([O:11][C:12]([CH3:15])([CH3:14])[CH3:13])=[O:10])[CH2:5][CH2:4]1)#[N:2].C[Si]([N-][Si](C)(C)C)(C)C.[K+].C1(C)C=CC=CC=1.[N:33]1([C:39](Cl)=[O:40])[CH2:38][CH2:37][O:36][CH2:35][CH2:34]1.[OH-].[Na+], predict the reaction product. The product is: [C:1]([C:3]1([C:39]([N:33]2[CH2:38][CH2:37][O:36][CH2:35][CH2:34]2)=[O:40])[CH2:8][CH2:7][N:6]([C:9]([O:11][C:12]([CH3:15])([CH3:14])[CH3:13])=[O:10])[CH2:5][CH2:4]1)#[N:2]. (4) Given the reactants CC1C=C(C=CC=1)[NH:5][C:6](=[O:15])[CH:7]=[CH:8][C:9]1[CH:14]=[CH:13][CH:12]=[CH:11][CH:10]=1.[BH4-].[Na+].CC(OC(OC(OC(C)(C)C)=O)=O)(C)C, predict the reaction product. The product is: [NH:5]1[C:14]2[C:9](=[CH:10][CH:11]=[CH:12][CH:13]=2)[CH:8]=[CH:7][C:6]1=[O:15]. (5) Given the reactants [C:1]([O-:6])(=[O:5])[CH:2]([CH3:4])[OH:3].[NH4+:7].P(OCCCC)(OCCCC)(OCCCC)=O, predict the reaction product. The product is: [C:1]([O-:6])(=[O:5])[CH:2]([CH3:4])[OH:3].[NH4+:7].[C:1]([OH:6])(=[O:5])[CH:2]([CH3:4])[OH:3]. (6) Given the reactants C(N(CC)CC)C.[CH:8]([C:10]1[C:18]2[C:13](=[C:14]([CH3:19])[CH:15]=[CH:16][CH:17]=2)[N:12](C(OC(C)(C)C)=O)[CH:11]=1)=[O:9].[CH:27](=[N:34][C:35]1[CH:36]=[C:37]([CH:42]=[C:43]([O:45][CH3:46])[CH:44]=1)[O:38][CH2:39][CH2:40][OH:41])[C:28]1[CH:33]=[CH:32][CH:31]=[CH:30][CH:29]=1, predict the reaction product. The product is: [OH:41][CH2:40][CH2:39][O:38][C:37]1[CH:36]=[C:35]([NH:34][CH:27]([C:28]2[CH:33]=[CH:32][CH:31]=[CH:30][CH:29]=2)[C:8]([C:10]2[C:18]3[C:13](=[C:14]([CH3:19])[CH:15]=[CH:16][CH:17]=3)[NH:12][CH:11]=2)=[O:9])[CH:44]=[C:43]([O:45][CH3:46])[CH:42]=1. (7) Given the reactants Br[C:2]1[C:3]([Cl:9])=[N:4][C:5]([Cl:8])=[N:6][CH:7]=1.C([Mg]C(C)C)(C)C.[Cl-].CN([CH:21]=[O:22])C, predict the reaction product. The product is: [Cl:8][C:5]1[N:4]=[C:3]([Cl:9])[C:2]([CH:21]=[O:22])=[CH:7][N:6]=1. (8) Given the reactants [CH3:1][O:2][C:3]([C:5]1[C:14]2[CH2:13][CH2:12][NH:11][CH2:10][C:9]=2[CH:8]=[N:7][CH:6]=1)=[O:4].[C:15]([O:19][C:20](=[O:28])[C:21]1[CH:26]=[CH:25][CH:24]=[C:23](I)[CH:22]=1)([CH3:18])([CH3:17])[CH3:16].C(=O)([O-])[O-].[Cs+].[Cs+], predict the reaction product. The product is: [CH3:1][O:2][C:3]([C:5]1[C:14]2[CH2:13][CH2:12][N:11]([C:25]3[CH:24]=[CH:23][CH:22]=[C:21]([C:20]([O:19][C:15]([CH3:18])([CH3:17])[CH3:16])=[O:28])[CH:26]=3)[CH2:10][C:9]=2[CH:8]=[N:7][CH:6]=1)=[O:4]. (9) Given the reactants [CH2:1]([N:3]1[C:11]2[C:10]([O:12]C)=[CH:9][C:8]([CH3:15])([CH3:14])[CH2:7][C:6]=2[C:5]([C:16]([O:18]CC)=[O:17])=[N:4]1)[CH3:2].[OH-].[Na+].Cl, predict the reaction product. The product is: [CH2:1]([N:3]1[C:11]2[C:10](=[O:12])[CH2:9][C:8]([CH3:15])([CH3:14])[CH2:7][C:6]=2[C:5]([C:16]([OH:18])=[O:17])=[N:4]1)[CH3:2]. (10) Given the reactants C([O:3][C:4](=[O:13])[C:5]([CH3:12])([CH3:11])[CH2:6][CH2:7][CH2:8][CH:9]=[CH2:10])C.[OH-].[Na+].Cl, predict the reaction product. The product is: [CH3:11][C:5]([CH3:12])([CH2:6][CH2:7][CH2:8][CH:9]=[CH2:10])[C:4]([OH:13])=[O:3].